Dataset: Full USPTO retrosynthesis dataset with 1.9M reactions from patents (1976-2016). Task: Predict the reactants needed to synthesize the given product. (1) Given the product [F:1][C:2]1[CH:3]=[C:4]([CH:20]=[CH:21][C:22]=1[NH:23][C:24]([NH:26][C:27]1[CH:32]=[C:31]([CH3:33])[CH:30]=[CH:29][C:28]=1[F:34])=[O:25])[O:5][C:6]1[CH:11]=[CH:10][N:9]=[C:8]([C:12]2[NH:16][CH:15]=[C:14]([C:17]([O:19][CH2:48][CH2:49][CH2:50][N:51]3[CH2:56][CH2:55][O:54][CH2:53][CH2:52]3)=[O:18])[CH:13]=2)[CH:7]=1, predict the reactants needed to synthesize it. The reactants are: [F:1][C:2]1[CH:3]=[C:4]([CH:20]=[CH:21][C:22]=1[NH:23][C:24]([NH:26][C:27]1[CH:32]=[C:31]([CH3:33])[CH:30]=[CH:29][C:28]=1[F:34])=[O:25])[O:5][C:6]1[CH:11]=[CH:10][N:9]=[C:8]([C:12]2[NH:16][CH:15]=[C:14]([C:17]([OH:19])=[O:18])[CH:13]=2)[CH:7]=1.Cl.CN(C)CCCN=C=NCC.O[CH2:48][CH2:49][CH2:50][N:51]1[CH2:56][CH2:55][O:54][CH2:53][CH2:52]1. (2) Given the product [NH2:24][C:22]1[CH:21]=[CH:20][C:18]2[O:19][C:14]3[CH:13]=[C:12]([NH2:9])[CH:28]=[CH:27][C:15]=3[O:16][C:17]=2[CH:23]=1, predict the reactants needed to synthesize it. The reactants are: C1(OC)C=CC=CC=1.[N+:9]([C:12]1[CH:28]=[CH:27][C:15]2[O:16][C:17]3[CH:23]=[C:22]([N+:24]([O-])=O)[CH:21]=[CH:20][C:18]=3[O:19][C:14]=2[CH:13]=1)([O-])=O.[H][H]. (3) Given the product [CH2:16]([N:12]1[CH:13]=[C:9]([B:4]2[O:5][C:6]([CH3:7])([CH3:8])[C:2]([CH3:14])([CH3:1])[O:3]2)[CH:10]=[N:11]1)[CH3:17], predict the reactants needed to synthesize it. The reactants are: [CH3:1][C:2]1([CH3:14])[C:6]([CH3:8])([CH3:7])[O:5][B:4]([C:9]2[CH:10]=[N:11][NH:12][CH:13]=2)[O:3]1.I[CH2:16][CH3:17].C(=O)([O-])[O-].[Cs+].[Cs+]. (4) Given the product [Cl:1][C:2]1[CH:7]=[C:6]([C:8]#[N:9])[CH:5]=[CH:4][C:3]=1[CH2:10][CH:30]([OH:31])[CH2:29][C:28]([C:24]1[C:23]2[O:19][CH2:20][CH2:21][C:22]=2[CH:27]=[CH:26][CH:25]=1)([CH3:33])[CH3:32], predict the reactants needed to synthesize it. The reactants are: [Cl:1][C:2]1[CH:7]=[C:6]([C:8]#[N:9])[CH:5]=[CH:4][C:3]=1[CH3:10].[Li+].CC([N-]C(C)C)C.[O:19]1[C:23]2[C:24]([C:28]([CH3:33])([CH3:32])[CH2:29][CH:30]=[O:31])=[CH:25][CH:26]=[CH:27][C:22]=2[CH2:21][CH2:20]1.[Cl-].[NH4+]. (5) The reactants are: [NH:1]1[CH:5]=[CH:4][C:3]([NH:6][C:7]2[O:8][CH2:9][C:10](=[O:17])[C:11]=2[C:12]([O:14][CH2:15][CH3:16])=[O:13])=[N:2]1.[NH:18]1[C:26]2[C:21](=[CH:22][CH:23]=[CH:24][N:25]=2)[C:20]([CH:27]=O)=[CH:19]1.N1CCC[C@H]1C(O)=O. Given the product [NH:18]1[C:26]2=[N:25][CH:24]=[CH:23][CH:22]=[C:21]2[C:20]([CH:27]=[C:9]2[O:8][C:7]([NH:6][C:3]3[CH:4]=[CH:5][NH:1][N:2]=3)=[C:11]([C:12]([O:14][CH2:15][CH3:16])=[O:13])[C:10]2=[O:17])=[CH:19]1, predict the reactants needed to synthesize it. (6) Given the product [CH2:1]([O:3][C:4](=[O:5])[CH2:6][O:7][C:8]1[CH:23]=[CH:22][C:11]([O:12][C:13]2[CH:21]=[CH:20][CH:19]=[C:15]([C:16]([Cl:28])=[O:17])[CH:14]=2)=[CH:10][C:9]=1[CH3:24])[CH3:2], predict the reactants needed to synthesize it. The reactants are: [CH2:1]([O:3][C:4]([CH2:6][O:7][C:8]1[CH:23]=[CH:22][C:11]([O:12][C:13]2[CH:14]=[C:15]([CH:19]=[CH:20][CH:21]=2)[C:16](O)=[O:17])=[CH:10][C:9]=1[CH3:24])=[O:5])[CH3:2].C(Cl)(=O)C([Cl:28])=O. (7) Given the product [CH3:17][C:16]1[CH:15]=[CH:14][C:10]([C:11]([OH:13])=[O:12])=[CH:9][C:8]=1[C:4]1[NH:3][C:2]([CH:1]2[CH2:24][CH2:25][O:26][CH2:27]2)=[N:6][C:5]=1[CH3:7], predict the reactants needed to synthesize it. The reactants are: [CH3:1][C:2]1[NH:3][C:4]([C:8]2[CH:9]=[C:10]([CH:14]=[CH:15][C:16]=2[CH3:17])[C:11]([OH:13])=[O:12])=[C:5]([CH3:7])[N:6]=1.IC1NC([CH:24]2C[CH2:27][O:26][CH2:25]2)=NC=1C.IC1NC(C)=NC=1C.